From a dataset of Reaction yield outcomes from USPTO patents with 853,638 reactions. Predict the reaction yield, written as a fraction of the theoretical maximum amount of product (1.0 means a 100% yield; for example, 0.34 means a 34% yield). (1) The reactants are [Br:1][C:2]1[CH:3]=[CH:4][C:5]([CH:8](P(=O)(OC2C=CC=CC=2)OC2C=CC=CC=2)NC2C=CC=CC=2)=[N:6][CH:7]=1.[N:32]1[CH:37]=[C:36]([CH:38]=O)[CH:35]=[N:34][CH:33]=1.C([O-])([O-])=[O:41].[Cs+].[Cs+].N#N.Cl.[OH-].[Na+]. The catalyst is C1COCC1.CC(O)C. The product is [Br:1][C:2]1[CH:3]=[CH:4][C:5]([C:8](=[O:41])[CH2:38][C:36]2[CH:37]=[N:32][CH:33]=[N:34][CH:35]=2)=[N:6][CH:7]=1. The yield is 0.663. (2) The reactants are [Br:1][C:2]1[CH:3]=[N:4][N:5]2[C:10]([N:11]([CH2:19][CH:20]3[CH2:22][CH2:21]3)[C:12](=[O:18])[O:13][C:14]([CH3:17])([CH3:16])[CH3:15])=[CH:9][C:8](Cl)=[N:7][C:6]=12.[OH:24][C:25]1[CH:26]=[N:27][CH:28]=[CH:29][CH:30]=1.C1CCN2C(=NCCC2)CC1.O. The catalyst is COCCOC.CCOC(C)=O. The product is [Br:1][C:2]1[CH:3]=[N:4][N:5]2[C:10]([N:11]([CH2:19][CH:20]3[CH2:22][CH2:21]3)[C:12](=[O:18])[O:13][C:14]([CH3:17])([CH3:16])[CH3:15])=[CH:9][C:8]([O:24][C:25]3[CH:26]=[N:27][CH:28]=[CH:29][CH:30]=3)=[N:7][C:6]=12. The yield is 0.800. (3) The reactants are Cl.[Cl:2][C:3]1[CH:4]=[C:5]([C@H:10]2[C@@H:15]([C:16]([O:18][CH3:19])=[O:17])[CH2:14][CH2:13][NH:12][CH2:11]2)[CH:6]=[CH:7][C:8]=1[Cl:9].[CH3:20][C:21]([O:24][C:25](O[C:25]([O:24][C:21]([CH3:23])([CH3:22])[CH3:20])=[O:26])=[O:26])([CH3:23])[CH3:22].C(N(CC)CC)C.O. The catalyst is C(#N)C. The product is [Cl:2][C:3]1[CH:4]=[C:5]([C@H:10]2[C@@H:15]([C:16]([O:18][CH3:19])=[O:17])[CH2:14][CH2:13][N:12]([C:25]([O:24][C:21]([CH3:23])([CH3:22])[CH3:20])=[O:26])[CH2:11]2)[CH:6]=[CH:7][C:8]=1[Cl:9]. The yield is 0.270. (4) The catalyst is O1CCOCC1.O. The yield is 0.780. The product is [C:1]([O:5][CH:6]([C:11]1[C:16]([C:17]([F:19])([F:18])[F:20])=[CH:15][CH:14]=[C:13]([C:21]2[CH:22]=[CH:23][N:24]=[CH:25][CH:26]=2)[C:12]=1[C:27]1[CH:28]=[CH:29][C:30]2[O:35][CH2:34][CH2:33][CH2:32][C:31]=2[CH:36]=1)[C:7]([OH:9])=[O:8])([CH3:4])([CH3:2])[CH3:3]. The reactants are [C:1]([O:5][CH:6]([C:11]1[C:16]([C:17]([F:20])([F:19])[F:18])=[CH:15][CH:14]=[C:13]([C:21]2[CH:26]=[CH:25][N:24]=[CH:23][CH:22]=2)[C:12]=1[C:27]1[CH:28]=[CH:29][C:30]2[O:35][CH2:34][CH2:33][CH2:32][C:31]=2[CH:36]=1)[C:7]([O:9]C)=[O:8])([CH3:4])([CH3:3])[CH3:2].[OH-].[Li+]. (5) The reactants are C([O:5][C:6]([CH:8]1[CH2:11][N:10]([CH2:12][C:13]2[CH:18]=[CH:17][C:16]([C:19]3[N:23]=[C:22]([C:24]4[O:28][N:27]=[C:26]([C:29]5[CH:34]=[CH:33][CH:32]=[CH:31][N:30]=5)[C:25]=4[C:35]([O:37][CH3:38])=[O:36])[O:21][N:20]=3)=[CH:15][CH:14]=2)[CH2:9]1)=[O:7])(C)(C)C. The catalyst is FC(F)(F)C(O)=O. The product is [CH3:38][O:37][C:35]([C:25]1[C:26]([C:29]2[CH:34]=[CH:33][CH:32]=[CH:31][N:30]=2)=[N:27][O:28][C:24]=1[C:22]1[O:21][N:20]=[C:19]([C:16]2[CH:17]=[CH:18][C:13]([CH2:12][N:10]3[CH2:11][CH:8]([C:6]([OH:7])=[O:5])[CH2:9]3)=[CH:14][CH:15]=2)[N:23]=1)=[O:36]. The yield is 0.920. (6) The reactants are [CH3:1][C:2]1[N:7]=[CH:6][C:5]([CH2:8][O:9][C:10]2[CH:15]=[CH:14][N:13]([C:16]3[CH:21]=[CH:20][C:19]4[C:22]5[CH2:23][NH:24][CH2:25][CH2:26][C:27]=5[O:28][C:18]=4[CH:17]=3)[C:12](=[O:29])[CH:11]=2)=[CH:4][CH:3]=1.[ClH:30].CCOCC. The catalyst is CO. The product is [ClH:30].[CH3:1][C:2]1[N:7]=[CH:6][C:5]([CH2:8][O:9][C:10]2[CH:15]=[CH:14][N:13]([C:16]3[CH:21]=[CH:20][C:19]4[C:22]5[CH2:23][NH:24][CH2:25][CH2:26][C:27]=5[O:28][C:18]=4[CH:17]=3)[C:12](=[O:29])[CH:11]=2)=[CH:4][CH:3]=1. The yield is 1.00. (7) The reactants are C([O-])([O-])=[O:2].C([O-])([O-])=O.OO.OO.OO.[Na+].[Na+].[Na+].[Na+].[Br:19][CH2:20][C:21]1[CH:30]=[C:29]2[C:24]([C:25]([C:33]3[CH:38]=[CH:37][C:36]([F:39])=[CH:35][CH:34]=3)=[CH:26][C:27]([C:31]#[N:32])=[N:28]2)=[CH:23][CH:22]=1. The catalyst is O.CC(C)=O. The product is [Br:19][CH2:20][C:21]1[CH:30]=[C:29]2[C:24]([C:25]([C:33]3[CH:34]=[CH:35][C:36]([F:39])=[CH:37][CH:38]=3)=[CH:26][C:27]([C:31]([NH2:32])=[O:2])=[N:28]2)=[CH:23][CH:22]=1. The yield is 0.570.